Task: Predict the product of the given reaction.. Dataset: Forward reaction prediction with 1.9M reactions from USPTO patents (1976-2016) (1) Given the reactants O[C:2]1[C:10]([C:11]2[CH:16]=[CH:15][C:14]([O:17][CH3:18])=[CH:13][CH:12]=2)=[CH:9][C:5]([C:6]([NH2:8])=O)=[CH:4][N:3]=1.Cl.C(N(CC)CC)C.P(Cl)(Cl)[Cl:28].O, predict the reaction product. The product is: [Cl:28][C:2]1[C:10]([C:11]2[CH:16]=[CH:15][C:14]([O:17][CH3:18])=[CH:13][CH:12]=2)=[CH:9][C:5]([C:6]#[N:8])=[CH:4][N:3]=1. (2) Given the reactants [F:1][C:2]1[CH:10]=[C:9]([NH:11][C:12]2[N:17]=[C:16]([NH:18][CH3:19])[C:15]([C:20]([F:23])([F:22])[F:21])=[CH:14][N:13]=2)[C:8]([O:24][CH3:25])=[CH:7][C:3]=1[C:4](O)=[O:5].CN(C(O[N:34]1N=N[C:36]2C=CC=[N:40][C:35]1=2)=[N+](C)C)C.F[P-](F)(F)(F)(F)F.CCN(C(C)C)C(C)C.ONC(=N)C, predict the reaction product. The product is: [F:1][C:2]1[C:3]([C:4]2[O:5][N:40]=[C:35]([CH3:36])[N:34]=2)=[CH:7][C:8]([O:24][CH3:25])=[C:9]([NH:11][C:12]2[N:17]=[C:16]([NH:18][CH3:19])[C:15]([C:20]([F:21])([F:22])[F:23])=[CH:14][N:13]=2)[CH:10]=1. (3) Given the reactants [CH:1]([C:4]1[N:8]=[C:7]([C:9]2[C:10]3[CH2:18][CH2:17][CH2:16][CH2:15][C:11]=3[S:12][C:13]=2[NH2:14])[O:6][N:5]=1)([CH3:3])[CH3:2].[CH:19]12[CH2:26][CH2:25][CH:22]([CH2:23][CH2:24]1)[C:21]1[C:27]([O:29][C:30](=[O:31])[C:20]2=1)=[O:28], predict the reaction product. The product is: [CH:1]([C:4]1[N:8]=[C:7]([C:9]2[C:10]3[CH2:18][CH2:17][CH2:16][CH2:15][C:11]=3[S:12][C:13]=2[NH:14][C:30]([C:20]2[CH:19]3[CH2:26][CH2:25][CH:22]([CH2:23][CH2:24]3)[C:21]=2[C:27]([OH:29])=[O:28])=[O:31])[O:6][N:5]=1)([CH3:3])[CH3:2]. (4) Given the reactants [CH2:1]([O:3][C:4]([C:6]1[S:7][C:8]([S:19]([CH3:22])(=O)=O)=[C:9]2[C:17]3[N:16]([CH3:18])[N:15]=[CH:14][C:13]=3[CH2:12][CH2:11][C:10]=12)=[O:5])[CH3:2].[H-].[Na+].[C:25](O)(=O)[CH2:26][C:27]([CH2:32][C:33](O)=O)(C(O)=O)O, predict the reaction product. The product is: [CH2:1]([O:3][C:4]([C:6]1[S:7][C:8]([S:19][C:22]2[CH:33]=[CH:32][CH:27]=[CH:26][CH:25]=2)=[C:9]2[C:17]3[N:16]([CH3:18])[N:15]=[CH:14][C:13]=3[CH2:12][CH2:11][C:10]=12)=[O:5])[CH3:2]. (5) Given the reactants B.C1COCC1.C(O[C:12]([N:14]1[CH2:19][CH2:18][N:17]([C:20]([O:22][C:23]([CH3:26])([CH3:25])[CH3:24])=[O:21])[CH2:16][CH:15]1[C:27]([OH:29])=O)=[O:13])(C)(C)C.[H-].[Na+], predict the reaction product. The product is: [O:13]=[C:12]1[N:14]2[CH2:19][CH2:18][N:17]([C:20]([O:22][C:23]([CH3:24])([CH3:25])[CH3:26])=[O:21])[CH2:16][CH:15]2[CH2:27][O:29]1. (6) Given the reactants Cl.[CH2:2]1[C:14]2[C:13]3[CH:12]=[CH:11][CH:10]=[CH:9][C:8]=3[NH:7][C:6]=2[CH2:5][CH2:4][NH:3]1.C(N(CC)CC)C.[C:22](O[C:22]([O:24][C:25]([CH3:28])([CH3:27])[CH3:26])=[O:23])([O:24][C:25]([CH3:28])([CH3:27])[CH3:26])=[O:23], predict the reaction product. The product is: [C:22]([N:3]1[CH2:4][CH2:5][C:6]2[NH:7][C:8]3[CH:9]=[CH:10][CH:11]=[CH:12][C:13]=3[C:14]=2[CH2:2]1)([O:24][C:25]([CH3:28])([CH3:27])[CH3:26])=[O:23]. (7) Given the reactants C(OC(=O)COC1C=CC(Cl)=CC=1C#CC1C=CC=C(S(CCC)(=O)=O)C=1)(C)(C)C.[C:31]([O:35][C:36](=[O:48])[CH2:37][O:38][C:39]1[CH:44]=[CH:43][C:42]([Cl:45])=[CH:41][C:40]=1[C:46]#[CH:47])([CH3:34])([CH3:33])[CH3:32].Br[C:50]1[CH:51]=[C:52]([S:57]([N:60]([CH2:62][CH2:63][O:64][CH3:65])[CH3:61])(=[O:59])=[O:58])[CH:53]=[CH:54][C:55]=1[CH3:56], predict the reaction product. The product is: [C:31]([O:35][C:36](=[O:48])[CH2:37][O:38][C:39]1[CH:44]=[CH:43][C:42]([Cl:45])=[CH:41][C:40]=1[C:46]#[C:47][C:50]1[CH:51]=[C:52]([S:57]([N:60]([CH2:62][CH2:63][O:64][CH3:65])[CH3:61])(=[O:59])=[O:58])[CH:53]=[CH:54][C:55]=1[CH3:56])([CH3:34])([CH3:33])[CH3:32].